This data is from Forward reaction prediction with 1.9M reactions from USPTO patents (1976-2016). The task is: Predict the product of the given reaction. Given the reactants [NH:1]([CH2:5][CH2:6][OH:7])[CH2:2][CH2:3][OH:4].C(N(CC)CC)C.[CH3:15][O:16][C:17]1[CH:24]=[CH:23][C:20]([CH2:21]Cl)=[CH:19][CH:18]=1.CC(C)=O, predict the reaction product. The product is: [OH:4][CH2:3][CH2:2][N:1]([CH2:21][C:20]1[CH:23]=[CH:24][C:17]([O:16][CH3:15])=[CH:18][CH:19]=1)[CH2:5][CH2:6][OH:7].